Dataset: Full USPTO retrosynthesis dataset with 1.9M reactions from patents (1976-2016). Task: Predict the reactants needed to synthesize the given product. Given the product [Cl:1][C:2]1[N:3]=[C:4]([NH:22][C:23]2[CH:31]=[C:30]([F:32])[CH:29]=[CH:28][C:24]=2[C:25]([NH2:27])=[O:26])[C:5]2[CH:10]=[CH:9][N:8]([S:11]([C:14]3[CH:19]=[CH:18][C:17]([CH3:20])=[CH:16][CH:15]=3)(=[O:13])=[O:12])[C:6]=2[N:7]=1, predict the reactants needed to synthesize it. The reactants are: [Cl:1][C:2]1[N:3]=[C:4](Cl)[C:5]2[CH:10]=[CH:9][N:8]([S:11]([C:14]3[CH:19]=[CH:18][C:17]([CH3:20])=[CH:16][CH:15]=3)(=[O:13])=[O:12])[C:6]=2[N:7]=1.[NH2:22][C:23]1[CH:31]=[C:30]([F:32])[CH:29]=[CH:28][C:24]=1[C:25]([NH2:27])=[O:26].